This data is from Forward reaction prediction with 1.9M reactions from USPTO patents (1976-2016). The task is: Predict the product of the given reaction. (1) Given the reactants [F:1][CH2:2][C:3]1([C:17]([O:19][CH2:20][C:21]2[CH:26]=[CH:25][CH:24]=[CH:23][CH:22]=2)=[O:18])[CH2:8][CH2:7][C:6](OS(C(F)(F)F)(=O)=O)=[CH:5][CH2:4]1.[CH3:27][C:28]1([CH3:44])[C:32]([CH3:34])([CH3:33])[O:31][B:30]([B:30]2[O:31][C:32]([CH3:34])([CH3:33])[C:28]([CH3:44])([CH3:27])[O:29]2)[O:29]1, predict the reaction product. The product is: [F:1][CH2:2][C:3]1([C:17]([O:19][CH2:20][C:21]2[CH:26]=[CH:25][CH:24]=[CH:23][CH:22]=2)=[O:18])[CH2:8][CH2:7][C:6]([B:30]2[O:31][C:32]([CH3:34])([CH3:33])[C:28]([CH3:44])([CH3:27])[O:29]2)=[CH:5][CH2:4]1. (2) The product is: [Cl:1][C:2]1[CH:7]=[CH:6][C:5]([C:8]([F:10])([F:9])[F:11])=[CH:4][C:3]=1[NH:12][C:13]1[N:18]2[N:19]=[CH:20][C:21]([S:22]([NH:25][C:41](=[O:44])[CH2:42][CH3:43])(=[O:24])=[O:23])=[C:17]2[N:16]=[CH:15][C:14]=1[C:26]([N:28]1[CH2:33][CH2:32][CH:31]([C:34]2[CH:35]=[CH:36][C:37]([F:40])=[CH:38][CH:39]=2)[CH2:30][CH2:29]1)=[O:27]. Given the reactants [Cl:1][C:2]1[CH:7]=[CH:6][C:5]([C:8]([F:11])([F:10])[F:9])=[CH:4][C:3]=1[NH:12][C:13]1[N:18]2[N:19]=[CH:20][C:21]([S:22]([NH2:25])(=[O:24])=[O:23])=[C:17]2[N:16]=[CH:15][C:14]=1[C:26]([N:28]1[CH2:33][CH2:32][CH:31]([C:34]2[CH:39]=[CH:38][C:37]([F:40])=[CH:36][CH:35]=2)[CH2:30][CH2:29]1)=[O:27].[C:41](O)(=[O:44])[CH2:42][CH3:43], predict the reaction product. (3) Given the reactants Cl[CH:2]1[C:7](=[O:8])[CH2:6][C:5]([CH2:14][CH2:15][C:16]2[CH:21]=[CH:20][C:19]([O:22][CH3:23])=[C:18]([Cl:24])[CH:17]=2)([CH:9]2[CH2:13][CH2:12][CH2:11][CH2:10]2)[O:4][C:3]1=[O:25].[SH:26][C:27]1[NH:28][CH:29]=[CH:30][N:31]=1, predict the reaction product. The product is: [Cl:24][C:18]1[CH:17]=[C:16]([CH2:15][CH2:14][C:5]2([CH:9]3[CH2:13][CH2:12][CH2:11][CH2:10]3)[O:4][C:3](=[O:25])[C:2]([S:26][C:27]3[NH:28][CH:29]=[CH:30][N:31]=3)=[C:7]([OH:8])[CH2:6]2)[CH:21]=[CH:20][C:19]=1[O:22][CH3:23].